This data is from Catalyst prediction with 721,799 reactions and 888 catalyst types from USPTO. The task is: Predict which catalyst facilitates the given reaction. (1) Product: [Cl:1][C:2]1[N:7]=[C:6]([NH:8][C:16](=[O:24])[O:17][C:18]2[CH:23]=[CH:22][CH:21]=[CH:20][CH:19]=2)[CH:5]=[CH:4][C:3]=1[F:9]. Reactant: [Cl:1][C:2]1[N:7]=[C:6]([NH2:8])[CH:5]=[CH:4][C:3]=1[F:9].N1C=CC=CC=1.[C:16](Cl)(=[O:24])[O:17][C:18]1[CH:23]=[CH:22][CH:21]=[CH:20][CH:19]=1.O. The catalyst class is: 76. (2) Reactant: Br[C:2]1[CH:3]=[CH:4][C:5]([O:8][CH2:9][C:10]2[CH:15]=[CH:14][CH:13]=[C:12]([C:16]([F:19])([F:18])[F:17])[CH:11]=2)=[N:6][CH:7]=1.[C:20]([Cu])#[N:21]. Product: [F:17][C:16]([F:19])([F:18])[C:12]1[CH:11]=[C:10]([CH:15]=[CH:14][CH:13]=1)[CH2:9][O:8][C:5]1[CH:4]=[CH:3][C:2]([C:20]#[N:21])=[CH:7][N:6]=1. The catalyst class is: 60. (3) Reactant: [F:1][C:2]1[CH:7]=[C:6]([B:8]2[O:12][C:11]([CH3:14])([CH3:13])[C:10]([CH3:16])([CH3:15])[O:9]2)[CH:5]=[CH:4][C:3]=1[NH2:17].[Cl:18][C:19]1[C:24]([Cl:25])=[CH:23][CH:22]=[CH:21][C:20]=1[S:26](Cl)(=[O:28])=[O:27].N1C=CC=CC=1. Product: [Cl:18][C:19]1[C:24]([Cl:25])=[CH:23][CH:22]=[CH:21][C:20]=1[S:26]([NH:17][C:3]1[CH:4]=[CH:5][C:6]([B:8]2[O:12][C:11]([CH3:13])([CH3:14])[C:10]([CH3:16])([CH3:15])[O:9]2)=[CH:7][C:2]=1[F:1])(=[O:28])=[O:27]. The catalyst class is: 2.